The task is: Regression/Classification. Given a drug SMILES string, predict its absorption, distribution, metabolism, or excretion properties. Task type varies by dataset: regression for continuous measurements (e.g., permeability, clearance, half-life) or binary classification for categorical outcomes (e.g., BBB penetration, CYP inhibition). Dataset: hlm.. This data is from Human liver microsome stability data. (1) The compound is CC(=O)NC[C@H]1CN(c2ccc(-c3ccc(/C=N/N4CCN(C(=O)CO)CC4)cc3)c(F)c2)C(=O)O1. The result is 0 (unstable in human liver microsomes). (2) The molecule is C=CC(=O)NCc1coc(-c2c(N)ncnc2Nc2ccc(F)c(Cl)c2)n1. The result is 1 (stable in human liver microsomes). (3) The compound is CC(C)CCn1nc(-c2cccs2)c(O)c(C2=NS(=O)(=O)c3cc(OCC(N)=O)ccc3N2)c1=O. The result is 1 (stable in human liver microsomes). (4) The compound is O=c1c(-c2ccc(F)cc2)c2ccccn2c(=O)n1CCCCN1CC=C(c2c[nH]c3ccc(Br)cc23)CC1. The result is 0 (unstable in human liver microsomes). (5) The drug is CN1CCN(C(=O)c2ccc3c(c2)CC(C(=O)Nc2ccc(-c4cn[nH]c4)cc2)CO3)CC1. The result is 0 (unstable in human liver microsomes). (6) The compound is Cc1cc(Nc2cccc(C(F)(F)F)c2)n2ncnc2n1. The result is 0 (unstable in human liver microsomes). (7) The result is 1 (stable in human liver microsomes). The drug is Cc1nc2c(Cl)cccc2n1-c1cc(Oc2cccc(S(=O)(=O)C(C)C)c2)ccc1Cl.